Dataset: Full USPTO retrosynthesis dataset with 1.9M reactions from patents (1976-2016). Task: Predict the reactants needed to synthesize the given product. The reactants are: [N:1]1[CH:6]=[CH:5][CH:4]=[CH:3][C:2]=1[CH2:7][CH2:8][NH:9][C:10]([C:12]1[C:13]([C:18]2[CH:23]=[CH:22][CH:21]=[CH:20][C:19]=2[CH2:24][NH2:25])=[CH:14][CH:15]=[CH:16][CH:17]=1)=[O:11].[F:26][C:27]1[CH:28]=[C:29]([S:33](Cl)(=[O:35])=[O:34])[CH:30]=[CH:31][CH:32]=1.N1C=CC=CC=1CCNC(C1C(C2C=CC=CC=2C(S(C2C=CC=C(F)C=2)(=O)=O)N)=CC=CC=1)=O. Given the product [N:1]1[CH:6]=[CH:5][CH:4]=[CH:3][C:2]=1[CH2:7][CH2:8][NH:9][C:10]([C:12]1[C:13]([C:18]2[CH:23]=[CH:22][CH:21]=[CH:20][C:19]=2[CH2:24][NH:25][S:33]([C:29]2[CH:30]=[CH:31][CH:32]=[C:27]([F:26])[CH:28]=2)(=[O:35])=[O:34])=[CH:14][CH:15]=[CH:16][CH:17]=1)=[O:11], predict the reactants needed to synthesize it.